This data is from Reaction yield outcomes from USPTO patents with 853,638 reactions. The task is: Predict the reaction yield, written as a fraction of the theoretical maximum amount of product (1.0 means a 100% yield; for example, 0.34 means a 34% yield). (1) The reactants are [CH2:1]([O:8][C:9]1[CH:10]=[C:11]2[C:16](=[CH:17][CH:18]=1)[C:15](=[O:19])[N:14]([CH2:20][CH:21]([CH3:23])[CH3:22])[C:13]([CH2:24][N:25]1C(=O)C3C(=CC=CC=3)C1=O)=[C:12]2[C:36]1[CH:41]=[CH:40][CH:39]=[CH:38][CH:37]=1)[C:2]1[CH:7]=[CH:6][CH:5]=[CH:4][CH:3]=1.O.NN.C(=O)([O-])O.[Na+].[C:58](O[C:58]([O:60][C:61]([CH3:64])([CH3:63])[CH3:62])=[O:59])([O:60][C:61]([CH3:64])([CH3:63])[CH3:62])=[O:59]. The catalyst is C(O)C.O. The product is [CH2:1]([O:8][C:9]1[CH:10]=[C:11]2[C:16](=[CH:17][CH:18]=1)[C:15](=[O:19])[N:14]([CH2:20][CH:21]([CH3:22])[CH3:23])[C:13]([CH2:24][NH:25][C:58](=[O:59])[O:60][C:61]([CH3:62])([CH3:63])[CH3:64])=[C:12]2[C:36]1[CH:37]=[CH:38][CH:39]=[CH:40][CH:41]=1)[C:2]1[CH:3]=[CH:4][CH:5]=[CH:6][CH:7]=1. The yield is 0.812. (2) The reactants are Br[C:2]1[C:3]2[CH2:10][CH2:9][C:8]([CH3:12])([OH:11])[C:4]=2[CH:5]=[N:6][CH:7]=1.[F:13][C:14]([F:25])([F:24])[C:15]1[CH:20]=[CH:19][C:18](B(O)O)=[CH:17][CH:16]=1. No catalyst specified. The product is [CH3:12][C:8]1([OH:11])[C:4]2[CH:5]=[N:6][CH:7]=[C:2]([C:18]3[CH:19]=[CH:20][C:15]([C:14]([F:25])([F:24])[F:13])=[CH:16][CH:17]=3)[C:3]=2[CH2:10][CH2:9]1. The yield is 0.850. (3) The reactants are [CH:1]1([C:5]([O:7][CH2:8][CH3:9])=[O:6])[CH2:4][CH2:3][CH2:2]1.[CH:10]([N-]C(C)C)([CH3:12])[CH3:11].[Li+].ICCC. The catalyst is C1COCC1.CS(C)=O. The product is [CH2:8]([O:7][C:5]([C:1]1([CH2:11][CH2:10][CH3:12])[CH2:4][CH2:3][CH2:2]1)=[O:6])[CH3:9]. The yield is 0.480. (4) The yield is 0.320. The reactants are Br[C:2]1[S:3][C:4]([C:7]2[CH:8]=[CH:9][C:10]([F:15])=[C:11]([CH:14]=2)[C:12]#[N:13])=[CH:5][N:6]=1.[C:16]([Si:20]([CH3:41])([CH3:40])[O:21][CH:22]1[C:30]2[C:25](=[C:26](B3OC(C)(C)C(C)(C)O3)[CH:27]=[CH:28][CH:29]=2)[CH2:24][CH2:23]1)([CH3:19])([CH3:18])[CH3:17].C(=O)([O-])[O-].[Na+].[Na+]. The catalyst is O1CCOCC1.O.C1C=CC([P]([Pd]([P](C2C=CC=CC=2)(C2C=CC=CC=2)C2C=CC=CC=2)([P](C2C=CC=CC=2)(C2C=CC=CC=2)C2C=CC=CC=2)[P](C2C=CC=CC=2)(C2C=CC=CC=2)C2C=CC=CC=2)(C2C=CC=CC=2)C2C=CC=CC=2)=CC=1. The product is [Si:20]([O:21][CH:22]1[C:30]2[C:25](=[C:26]([C:2]3[S:3][C:4]([C:7]4[CH:8]=[CH:9][C:10]([F:15])=[C:11]([CH:14]=4)[C:12]#[N:13])=[CH:5][N:6]=3)[CH:27]=[CH:28][CH:29]=2)[CH2:24][CH2:23]1)([C:16]([CH3:19])([CH3:18])[CH3:17])([CH3:41])[CH3:40]. (5) The reactants are [Si:1]([O:8][CH2:9][C:10]1[CH:15]=[CH:14][C:13]([OH:16])=[CH:12][CH:11]=1)([C:4]([CH3:7])([CH3:6])[CH3:5])([CH3:3])[CH3:2].Cl[C:18]([O:20][C:21]1[CH:26]=[CH:25][C:24]([N+:27]([O-:29])=[O:28])=[CH:23][CH:22]=1)=[O:19]. The catalyst is C(Cl)Cl. The product is [C:18](=[O:19])([O:20][C:21]1[CH:22]=[CH:23][C:24]([N+:27]([O-:29])=[O:28])=[CH:25][CH:26]=1)[O:16][C:13]1[CH:14]=[CH:15][C:10]([CH2:9][O:8][Si:1]([C:4]([CH3:7])([CH3:6])[CH3:5])([CH3:3])[CH3:2])=[CH:11][CH:12]=1. The yield is 0.850. (6) The reactants are C(=O)=O.CC(C)=O.[Cl:8][C:9]1[CH:29]=[CH:28][C:12]2[N:13]([CH3:27])[C:14](=[O:26])[CH2:15][N:16]=[C:17]([C:18]3[CH:23]=[CH:22][C:21]([O:24][CH3:25])=[CH:20][CH:19]=3)[C:11]=2[CH:10]=1.CC([O-])(C)C.[K+].[CH3:36][C:37]1[CH:44]=[CH:43][CH:42]=[CH:41][C:38]=1[CH2:39]Br. The catalyst is C1COCC1. The product is [Cl:8][C:9]1[CH:29]=[CH:28][C:12]2[N:13]([CH3:27])[C:14](=[O:26])[CH:15]([CH2:36][C:37]3[CH:44]=[CH:43][CH:42]=[CH:41][C:38]=3[CH3:39])[N:16]=[C:17]([C:18]3[CH:19]=[CH:20][C:21]([O:24][CH3:25])=[CH:22][CH:23]=3)[C:11]=2[CH:10]=1. The yield is 0.840. (7) The reactants are [Cl:1][C:2]1[CH:7]=[CH:6][CH:5]=[C:4]([F:8])[C:3]=1[CH2:9][CH2:10][NH:11][C:12]1[CH:17]=[C:16]([C:18]2[CH:19]=[N:20][C:21]([O:24]C)=[CH:22][CH:23]=2)[N:15]=[C:14]([S:26][CH3:27])[N:13]=1.Cl. The catalyst is CCO. The product is [Cl:1][C:2]1[CH:7]=[CH:6][CH:5]=[C:4]([F:8])[C:3]=1[CH2:9][CH2:10][NH:11][C:12]1[N:13]=[C:14]([S:26][CH3:27])[N:15]=[C:16]([C:18]2[CH:23]=[CH:22][C:21](=[O:24])[NH:20][CH:19]=2)[CH:17]=1. The yield is 0.760. (8) The reactants are [CH3:1][C:2]1[CH:9]=[C:8]([F:10])[CH:7]=[CH:6][C:3]=1[C:4]#[N:5].[Br:11]N1C(=O)CCC1=O.C(OOC(=O)C1C=CC=CC=1)(=O)C1C=CC=CC=1. The catalyst is C(Cl)(Cl)(Cl)Cl. The product is [Br:11][CH2:1][C:2]1[CH:9]=[C:8]([F:10])[CH:7]=[CH:6][C:3]=1[C:4]#[N:5]. The yield is 0.250. (9) The reactants are [F:1][C:2]1[CH:7]=[CH:6][C:5]([C:8]2[C:9]3[N:10]([C:22]([CH:25]=[O:26])=[CH:23][CH:24]=3)[N:11]=[C:12]([CH:19]([CH3:21])[CH3:20])[C:13]=2[C:14]([O:16][CH2:17][CH3:18])=[O:15])=[CH:4][CH:3]=1.[BH4-].[Na+]. The catalyst is C(O)C. The product is [F:1][C:2]1[CH:7]=[CH:6][C:5]([C:8]2[C:9]3[N:10]([C:22]([CH2:25][OH:26])=[CH:23][CH:24]=3)[N:11]=[C:12]([CH:19]([CH3:21])[CH3:20])[C:13]=2[C:14]([O:16][CH2:17][CH3:18])=[O:15])=[CH:4][CH:3]=1. The yield is 0.891.